Dataset: TCR-epitope binding with 47,182 pairs between 192 epitopes and 23,139 TCRs. Task: Binary Classification. Given a T-cell receptor sequence (or CDR3 region) and an epitope sequence, predict whether binding occurs between them. The epitope is FLYALALLL. The TCR CDR3 sequence is CAAYRGLTDTQYF. Result: 0 (the TCR does not bind to the epitope).